This data is from Catalyst prediction with 721,799 reactions and 888 catalyst types from USPTO. The task is: Predict which catalyst facilitates the given reaction. (1) Reactant: [NH2:1][C:2]1[C:12](Br)=[C:11]([CH:14]=[O:15])[C:10]([C:16]([F:19])([F:18])[F:17])=[CH:9][C:3]=1[C:4]([O:6][CH2:7][CH3:8])=[O:5].N[C:21]1C=C(C=C)C(C(F)(F)F)=C[C:22]=1C(OCC)=O. Product: [NH2:1][C:2]1[C:12]([CH:21]=[CH2:22])=[C:11]([CH:14]=[O:15])[C:10]([C:16]([F:19])([F:18])[F:17])=[CH:9][C:3]=1[C:4]([O:6][CH2:7][CH3:8])=[O:5]. The catalyst class is: 3. (2) Reactant: [CH:1]1([N:4]([CH2:34][CH2:35]O)[C:5]([C:7]2[C:12]([O:13][CH2:14][C:15]3[CH:20]=[CH:19][CH:18]=[CH:17][CH:16]=3)=[C:11]([OH:21])[N:10]=[C:9]([CH2:22][C:23]3([C:28]4[CH:33]=[CH:32][CH:31]=[CH:30][N:29]=4)[CH2:27][CH2:26][CH2:25][CH2:24]3)[N:8]=2)=[O:6])[CH2:3][CH2:2]1.N(C(OC(C)C)=O)=NC(OC(C)C)=O.C(OCC)(=O)C.O. Product: [CH2:14]([O:13][C:12]1[C:11](=[O:21])[N:10]=[C:9]([CH2:22][C:23]2([C:28]3[CH:33]=[CH:32][CH:31]=[CH:30][N:29]=3)[CH2:27][CH2:26][CH2:25][CH2:24]2)[N:8]2[CH2:35][CH2:34][N:4]([CH:1]3[CH2:3][CH2:2]3)[C:5](=[O:6])[C:7]=12)[C:15]1[CH:16]=[CH:17][CH:18]=[CH:19][CH:20]=1. The catalyst class is: 4. (3) Reactant: [C:1]1([C:15]2[CH:20]=[CH:19][CH:18]=[CH:17][CH:16]=2)[CH:6]=[CH:5][C:4]([O:7][C@@H:8]2[CH2:13][CH2:12][CH2:11][C@@H:10]([OH:14])[CH2:9]2)=[CH:3][CH:2]=1.[CH3:21][O:22][C@:23]([C:31]1[CH:36]=[CH:35][CH:34]=[CH:33][CH:32]=1)([C:27]([F:30])([F:29])[F:28])[C:24](O)=[O:25].CCN=C=NCCCN(C)C.Cl. The catalyst class is: 166. Product: [C:1]1([C:15]2[CH:16]=[CH:17][CH:18]=[CH:19][CH:20]=2)[CH:6]=[CH:5][C:4]([O:7][C@H:8]2[CH2:13][CH2:12][CH2:11][C@H:10]([O:14][C:24](=[O:25])[C@@:23]([O:22][CH3:21])([C:31]3[CH:32]=[CH:33][CH:34]=[CH:35][CH:36]=3)[C:27]([F:29])([F:30])[F:28])[CH2:9]2)=[CH:3][CH:2]=1. (4) Reactant: [Cl:1][C:2]1[N:7]=[CH:6][C:5]([OH:8])=[C:4]([CH3:9])[CH:3]=1.C(=O)([O-])[O-].[Cs+].[Cs+].[F:16][CH:17]([F:23])[C:18]([F:22])([F:21])[CH2:19]I.O. Product: [Cl:1][C:2]1[CH:3]=[C:4]([CH3:9])[C:5]([O:8][CH2:19][C:18]([F:22])([F:21])[CH:17]([F:23])[F:16])=[CH:6][N:7]=1. The catalyst class is: 3. (5) Reactant: Br[C:2]1[C:10]2[C:9]([NH:11][C@H:12]([C:14]3[N:19]([C:20]4[CH:25]=[CH:24][CH:23]=[CH:22][CH:21]=4)[C:18](=[O:26])[C:17]4=[C:27]([CH3:30])[CH:28]=[CH:29][N:16]4[N:15]=3)[CH3:13])=[N:8][CH:7]=[N:6][C:5]=2[N:4]([CH2:31][O:32][CH2:33][CH2:34][Si:35]([CH3:38])([CH3:37])[CH3:36])[CH:3]=1.CC1(C)C(C)(C)OB([C:47]2[CH:48]=[C:49]3[CH:55]=[CH:54][NH:53][C:50]3=[N:51][CH:52]=2)O1.C(=O)([O-])[O-].[Na+].[Na+]. Product: [NH:53]1[C:50]2=[N:51][CH:52]=[C:47]([C:2]3[C:10]4[C:9]([NH:11][C@H:12]([C:14]5[N:19]([C:20]6[CH:25]=[CH:24][CH:23]=[CH:22][CH:21]=6)[C:18](=[O:26])[C:17]6=[C:27]([CH3:30])[CH:28]=[CH:29][N:16]6[N:15]=5)[CH3:13])=[N:8][CH:7]=[N:6][C:5]=4[N:4]([CH2:31][O:32][CH2:33][CH2:34][Si:35]([CH3:38])([CH3:37])[CH3:36])[CH:3]=3)[CH:48]=[C:49]2[CH:55]=[CH:54]1. The catalyst class is: 149. (6) The catalyst class is: 1. Product: [CH3:1][O:2][C:3]1[CH:8]=[C:7]([C:9]2[CH:10]=[N:11][N:12]([CH3:14])[CH:13]=2)[CH:6]=[CH:5][C:4]=1[NH:15][C:16]1[N:27]=[CH:28][C:23]2[CH:22]=[C:21]([CH3:20])[N:34]=[C:33]([NH:35][CH2:36][C:37]([CH3:40])([CH3:39])[CH3:38])[C:24]=2[N:25]=1. Reactant: [CH3:1][O:2][C:3]1[CH:8]=[C:7]([C:9]2[CH:10]=[N:11][N:12]([CH3:14])[CH:13]=2)[CH:6]=[CH:5][C:4]=1[NH:15][CH:16]=O.[H-].[Na+].[CH3:20][C:21]1[N:34]=[C:33]([NH:35][CH2:36][C:37]([CH3:40])([CH3:39])[CH3:38])[C:24]2[N:25]=C(S(C)(=O)=O)[N:27]=[CH:28][C:23]=2[CH:22]=1. (7) Reactant: Cl.C(N=C=NCCCN(C)C)C.[N:13]1([C:18]([NH:20][C:21]2([C:27]([OH:29])=O)[CH2:26][CH2:25][CH2:24][CH2:23][CH2:22]2)=[O:19])[CH2:17][CH2:16][CH2:15][CH2:14]1.Cl.[NH2:31][C@@H:32]([CH:46]([CH3:48])[CH3:47])[C@@H:33]([OH:45])[C:34]([NH:36][C@H:37]1[CH2:43][CH2:42][CH2:41][CH2:40][NH:39][C:38]1=[O:44])=[O:35].C(N(CC)CC)C.ON1C2C=CC=CC=2N=N1. Product: [O:44]=[C:38]1[C@@H:37]([NH:36][C:34](=[O:35])[C@H:33]([OH:45])[C@@H:32]([NH:31][C:27]([C:21]2([NH:20][C:18]([N:13]3[CH2:14][CH2:15][CH2:16][CH2:17]3)=[O:19])[CH2:22][CH2:23][CH2:24][CH2:25][CH2:26]2)=[O:29])[CH:46]([CH3:48])[CH3:47])[CH2:43][CH2:42][CH2:41][CH2:40][NH:39]1. The catalyst class is: 2. (8) Reactant: [Cl:1][C:2]1[CH:3]=[C:4]([CH2:19][C:20]([O:22]C)=[O:21])[CH:5]=[CH:6][C:7]=1[NH:8][C:9]([NH:11][C:12]1[CH:17]=[CH:16][CH:15]=[CH:14][C:13]=1[Cl:18])=[O:10]. Product: [Cl:1][C:2]1[CH:3]=[C:4]([CH2:19][C:20]([OH:22])=[O:21])[CH:5]=[CH:6][C:7]=1[NH:8][C:9]([NH:11][C:12]1[CH:17]=[CH:16][CH:15]=[CH:14][C:13]=1[Cl:18])=[O:10]. The catalyst class is: 74.